From a dataset of Forward reaction prediction with 1.9M reactions from USPTO patents (1976-2016). Predict the product of the given reaction. (1) Given the reactants [CH3:1][O:2][C:3]1[C:12]([CH3:13])=[C:11]2[C:6]([C:7]([O:19][CH:20]3[CH2:37][CH:36]4[CH:22]([C:23](=[O:43])[N:24]([CH3:42])[CH2:25][CH2:26][CH2:27][CH2:28][CH:29]=[CH:30][CH:31]5[C:33]([C:39](O)=[O:40])([NH:34][C:35]4=[O:38])[CH2:32]5)[CH2:21]3)=[CH:8][C:9]([C:14]3[S:15][CH:16]=[CH:17][N:18]=3)=[N:10]2)=[CH:5][CH:4]=1.C1N=CN(C(N2C=NC=C2)=O)C=1.[CH:56]1([S:59]([NH2:62])(=[O:61])=[O:60])[CH2:58][CH2:57]1.C1CCN2C(=NCCC2)CC1, predict the reaction product. The product is: [CH3:1][O:2][C:3]1[C:12]([CH3:13])=[C:11]2[C:6]([C:7]([O:19][CH:20]3[CH2:37][CH:36]4[CH:22]([C:23](=[O:43])[N:24]([CH3:42])[CH2:25][CH2:26][CH2:27][CH2:28][CH:29]=[CH:30][CH:31]5[C:33]([C:39]([NH:62][S:59]([CH:56]6[CH2:58][CH2:57]6)(=[O:61])=[O:60])=[O:40])([NH:34][C:35]4=[O:38])[CH2:32]5)[CH2:21]3)=[CH:8][C:9]([C:14]3[S:15][CH:16]=[CH:17][N:18]=3)=[N:10]2)=[CH:5][CH:4]=1. (2) Given the reactants Cl[C:2]1[N:11]=[C:10]([NH:12][NH:13][C:14](=[O:23])[CH2:15][C:16]2[C:17]([Cl:22])=[N:18][CH:19]=[CH:20][CH:21]=2)[C:9]2[CH:8]=[CH:7][C:6]3[O:24][C:25]([F:28])([F:27])[O:26][C:5]=3[C:4]=2[N:3]=1.[CH3:29][O:30][C:31]1[CH:38]=[C:37]([O:39][CH3:40])[CH:36]=[CH:35][C:32]=1[CH2:33][NH2:34].C(N(CC)C(C)C)(C)C, predict the reaction product. The product is: [Cl:22][C:17]1[C:16]([CH2:15][C:14]([NH:13][NH:12][C:10]2[C:9]3[CH:8]=[CH:7][C:6]4[O:24][C:25]([F:28])([F:27])[O:26][C:5]=4[C:4]=3[N:3]=[C:2]([NH:34][CH2:33][C:32]3[CH:35]=[CH:36][C:37]([O:39][CH3:40])=[CH:38][C:31]=3[O:30][CH3:29])[N:11]=2)=[O:23])=[CH:21][CH:20]=[CH:19][N:18]=1. (3) Given the reactants [C:1]([O-])([O-])=O.[Cs+].[Cs+].CI.[CH2:9]([O:11][CH:12]([O:24][CH2:25][CH3:26])[C:13]1[NH:17][C:16]2[CH:18]=[C:19]([F:23])[C:20]([F:22])=[CH:21][C:15]=2[N:14]=1)[CH3:10], predict the reaction product. The product is: [CH2:25]([O:24][CH:12]([O:11][CH2:9][CH3:10])[C:13]1[N:17]([CH3:1])[C:16]2[CH:18]=[C:19]([F:23])[C:20]([F:22])=[CH:21][C:15]=2[N:14]=1)[CH3:26]. (4) Given the reactants [Cl:1][C:2]1[CH:3]=[C:4]([CH2:8][CH2:9][N:10]([CH2:18][CH2:19][S:20][CH2:21][CH2:22][CH2:23][NH:24][CH2:25][C@H:26]([OH:38])[C:27]2[C:35]3[S:34][C:33](=[O:36])[NH:32][C:31]=3[C:30]([OH:37])=[CH:29][CH:28]=2)C(=O)OC(C)(C)C)[CH:5]=[CH:6][CH:7]=1.Br, predict the reaction product. The product is: [Cl:1][C:2]1[CH:3]=[C:4]([CH2:8][CH2:9][NH:10][CH2:18][CH2:19][S:20][CH2:21][CH2:22][CH2:23][NH:24][CH2:25][C@@H:26]([C:27]2[C:35]3[S:34][C:33](=[O:36])[NH:32][C:31]=3[C:30]([OH:37])=[CH:29][CH:28]=2)[OH:38])[CH:5]=[CH:6][CH:7]=1. (5) Given the reactants [H-].[Na+].[N:3]1[CH:8]=[CH:7][CH:6]=[CH:5][C:4]=1[C:9]([OH:12])([CH3:11])[CH3:10].[Cl:13][C:14]1[CH:15]=[C:16]([N+:21]([O-:23])=[O:22])[CH:17]=[CH:18][C:19]=1F, predict the reaction product. The product is: [Cl:13][C:14]1[CH:15]=[C:16]([N+:21]([O-:23])=[O:22])[CH:17]=[CH:18][C:19]=1[O:12][C:9]([C:4]1[CH:5]=[CH:6][CH:7]=[CH:8][N:3]=1)([CH3:11])[CH3:10]. (6) Given the reactants [CH3:1][O:2][C:3]1[CH:4]=[C:5]([C:12]2[N:16]([CH3:17])[N:15]=[N:14][N:13]=2)[CH:6]=[CH:7][C:8]=1[N+:9]([O-])=O.CCO, predict the reaction product. The product is: [CH3:1][O:2][C:3]1[CH:4]=[C:5]([C:12]2[N:16]([CH3:17])[N:15]=[N:14][N:13]=2)[CH:6]=[CH:7][C:8]=1[NH2:9].